This data is from Peptide-MHC class II binding affinity with 134,281 pairs from IEDB. The task is: Regression. Given a peptide amino acid sequence and an MHC pseudo amino acid sequence, predict their binding affinity value. This is MHC class II binding data. The peptide sequence is YDKPLANVSTVLTGK. The MHC is DRB1_0405 with pseudo-sequence DRB1_0405. The binding affinity (normalized) is 0.361.